From a dataset of Full USPTO retrosynthesis dataset with 1.9M reactions from patents (1976-2016). Predict the reactants needed to synthesize the given product. The reactants are: [CH3:1][O:2][C:3]1[CH:8]=[C:7](I)[C:6]([F:10])=[CH:5][C:4]=1[CH3:11].[Li]CCCC.[B:17](OC)([O:20]C)[O:18]C. Given the product [CH3:1][O:2][C:3]1[C:4]([CH3:11])=[CH:5][C:6]([F:10])=[C:7]([B:17]([OH:20])[OH:18])[CH:8]=1, predict the reactants needed to synthesize it.